This data is from Forward reaction prediction with 1.9M reactions from USPTO patents (1976-2016). The task is: Predict the product of the given reaction. Given the reactants Cl[CH2:2][CH2:3][C:4]1[CH:9]=[CH:8][C:7]([N:10]([CH3:14])[C:11](=[O:13])[CH3:12])=[C:6]([CH3:15])[CH:5]=1.Cl.[N:17]1([C:23]2[C:27]3[CH:28]=[CH:29][CH:30]=[CH:31][C:26]=3[S:25][N:24]=2)[CH2:22][CH2:21][NH:20][CH2:19][CH2:18]1, predict the reaction product. The product is: [S:25]1[C:26]2[CH:31]=[CH:30][CH:29]=[CH:28][C:27]=2[C:23]([N:17]2[CH2:18][CH2:19][N:20]([CH2:2][CH2:3][C:4]3[CH:9]=[CH:8][C:7]([N:10]([CH3:14])[C:11](=[O:13])[CH3:12])=[C:6]([CH3:15])[CH:5]=3)[CH2:21][CH2:22]2)=[N:24]1.